From a dataset of Forward reaction prediction with 1.9M reactions from USPTO patents (1976-2016). Predict the product of the given reaction. (1) Given the reactants [NH2:1][C:2]1[CH:3]=[C:4]([CH:8]=[CH:9][CH:10]=1)[C:5]([NH2:7])=[O:6].[CH2:11]([O:13][C:14](=[O:28])[CH:15]([CH2:19][C:20](=O)[C:21]1[CH:26]=[CH:25][CH:24]=[CH:23][CH:22]=1)[C:16](=O)[CH3:17])[CH3:12].CC1C=CC(S(O)(=O)=O)=CC=1, predict the reaction product. The product is: [CH2:11]([O:13][C:14]([C:15]1[CH:19]=[C:20]([C:21]2[CH:22]=[CH:23][CH:24]=[CH:25][CH:26]=2)[N:1]([C:2]2[CH:10]=[CH:9][CH:8]=[C:4]([C:5](=[O:6])[NH2:7])[CH:3]=2)[C:16]=1[CH3:17])=[O:28])[CH3:12]. (2) Given the reactants [C:1]([C:5]1[O:9][N:8]=[C:7]([NH:10][C:11]([NH:13][C:14]2[CH:19]=[CH:18][CH:17]=[C:16]([OH:20])[CH:15]=2)=[O:12])[CH:6]=1)([CH3:4])([CH3:3])[CH3:2].Cl[C:22]1[C:31]2[C:26](=[CH:27][C:28]([O:37][CH3:38])=[C:29]([O:32][CH2:33][CH2:34][CH2:35][Cl:36])[CH:30]=2)[N:25]=[CH:24][N:23]=1, predict the reaction product. The product is: [C:1]([C:5]1[O:9][N:8]=[C:7]([NH:10][C:11]([NH:13][C:14]2[CH:19]=[CH:18][CH:17]=[C:16]([O:20][C:22]3[C:31]4[C:26](=[CH:27][C:28]([O:37][CH3:38])=[C:29]([O:32][CH2:33][CH2:34][CH2:35][Cl:36])[CH:30]=4)[N:25]=[CH:24][N:23]=3)[CH:15]=2)=[O:12])[CH:6]=1)([CH3:4])([CH3:2])[CH3:3]. (3) Given the reactants [NH2:1][C@H:2]([C:5]1[CH:10]=[CH:9][C:8]([F:11])=[CH:7][CH:6]=1)[CH2:3][OH:4].[C:12]([O:16][C:17]([N:19]1[CH2:24][CH2:23][O:22][C@@H:21]([C:25]2[CH:33]=[CH:32][C:28]([C:29](O)=[O:30])=[CH:27][CH:26]=2)[CH2:20]1)=[O:18])([CH3:15])([CH3:14])[CH3:13].C(N=C=NCCCN(C)C)C.C(N(CC)CC)C, predict the reaction product. The product is: [F:11][C:8]1[CH:9]=[CH:10][C:5]([C@@H:2]([NH:1][C:29]([C:28]2[CH:27]=[CH:26][C:25]([C@@H:21]3[O:22][CH2:23][CH2:24][N:19]([C:17]([O:16][C:12]([CH3:15])([CH3:14])[CH3:13])=[O:18])[CH2:20]3)=[CH:33][CH:32]=2)=[O:30])[CH2:3][OH:4])=[CH:6][CH:7]=1. (4) Given the reactants Cl.[CH2:2]([O:4][C:5](=[O:18])[C@H:6]([CH2:8][C:9]1[CH:14]=[CH:13][C:12]([N+:15]([O-:17])=[O:16])=[CH:11][CH:10]=1)[NH2:7])[CH3:3].C([O-])([O-])=O.[Na+].[Na+], predict the reaction product. The product is: [CH2:2]([O:4][C:5](=[O:18])[C@H:6]([CH2:8][C:9]1[CH:14]=[CH:13][C:12]([N+:15]([O-:17])=[O:16])=[CH:11][CH:10]=1)[NH2:7])[CH3:3]. (5) Given the reactants [CH:1](=O)[C:2]1[CH:7]=[CH:6][CH:5]=[CH:4][CH:3]=1.[NH2:9][C:10]1[CH:11]=[C:12]([CH:22]=[CH:23][C:24]=1[O:25][CH3:26])[C:13]([NH:15][C:16]1[CH:21]=[CH:20][CH:19]=[CH:18][CH:17]=1)=[O:14].C(O)(=O)C.C(O[BH-](OC(=O)C)OC(=O)C)(=O)C.[Na+].C(=O)(O)[O-].[Na+], predict the reaction product. The product is: [CH2:1]([NH:9][C:10]1[CH:11]=[C:12]([CH:22]=[CH:23][C:24]=1[O:25][CH3:26])[C:13]([NH:15][C:16]1[CH:21]=[CH:20][CH:19]=[CH:18][CH:17]=1)=[O:14])[C:2]1[CH:7]=[CH:6][CH:5]=[CH:4][CH:3]=1. (6) Given the reactants Br[CH2:2][C:3]1[CH:11]=[CH:10][C:6]([C:7]([OH:9])=[O:8])=[CH:5][C:4]=1[N+:12]([O-:14])=[O:13].C(=O)([O-])[O-:16].[Na+].[Na+].CC(C)=O, predict the reaction product. The product is: [OH:16][CH2:2][C:3]1[CH:11]=[CH:10][C:6]([C:7]([OH:9])=[O:8])=[CH:5][C:4]=1[N+:12]([O-:14])=[O:13].